From a dataset of Catalyst prediction with 721,799 reactions and 888 catalyst types from USPTO. Predict which catalyst facilitates the given reaction. (1) Reactant: C1C=C(Cl)C=C(C(OO)=O)C=1.[Cl:12][CH2:13][C:14]1[N:15]([CH2:27][C:28]([CH3:31])([OH:30])[CH3:29])[C:16]2[C:25]3[CH:24]=[CH:23][CH:22]=[CH:21][C:20]=3[N:19]=[CH:18][C:17]=2[N:26]=1.[OH-].[NH4+:33].C1(C)C=CC(S(Cl)(=O)=O)=CC=1. Product: [NH2:33][C:18]1[C:17]2[N:26]=[C:14]([CH2:13][Cl:12])[N:15]([CH2:27][C:28]([CH3:31])([OH:30])[CH3:29])[C:16]=2[C:25]2[CH:24]=[CH:23][CH:22]=[CH:21][C:20]=2[N:19]=1. The catalyst class is: 4. (2) Reactant: [Br:1][C:2]1[CH:3]=[C:4]([OH:8])[CH:5]=[CH:6][CH:7]=1.[CH:9]1([CH2:15][CH2:16]C2C=CC=CC=2O)[CH2:14][CH2:13][CH2:12][CH2:11][CH2:10]1.C1(P(C2C=CC=CC=2)C2C=CC=CC=2)C=CC=CC=1.N(C(OCC)=O)=NC(OCC)=O.C1(C)C=CC=CC=1. Product: [Br:1][C:2]1[CH:7]=[CH:6][CH:5]=[C:4]([O:8][CH2:16][CH2:15][CH:9]2[CH2:14][CH2:13][CH2:12][CH2:11][CH2:10]2)[CH:3]=1. The catalyst class is: 7. (3) Reactant: [N:1]1([C:7](Cl)=[O:8])[CH2:6][CH2:5][O:4][CH2:3][CH2:2]1.[NH2:10][CH2:11][CH2:12][O:13][CH2:14][CH2:15][N:16]1[C:24]2[C:23]([CH3:25])=[C:22]([CH3:26])[N:21]=[C:20]([NH2:27])[C:19]=2[N:18]=[C:17]1[CH3:28]. Product: [NH2:27][C:20]1[C:19]2[N:18]=[C:17]([CH3:28])[N:16]([CH2:15][CH2:14][O:13][CH2:12][CH2:11][NH:10][C:7]([N:1]3[CH2:6][CH2:5][O:4][CH2:3][CH2:2]3)=[O:8])[C:24]=2[C:23]([CH3:25])=[C:22]([CH3:26])[N:21]=1. The catalyst class is: 542. (4) Reactant: [C:1](=[S:16])(OC1C=CC=CN=1)OC1C=CC=CN=1.[Br:17][C:18]1[CH:19]=[C:20]([CH:25]([C:27]2[CH:32]=[CH:31][N:30]=[CH:29][CH:28]=2)[NH2:26])[CH:21]=[CH:22][C:23]=1[F:24]. Product: [Br:17][C:18]1[CH:19]=[C:20]([CH:25]([N:26]=[C:1]=[S:16])[C:27]2[CH:28]=[CH:29][N:30]=[CH:31][CH:32]=2)[CH:21]=[CH:22][C:23]=1[F:24]. The catalyst class is: 4.